This data is from Catalyst prediction with 721,799 reactions and 888 catalyst types from USPTO. The task is: Predict which catalyst facilitates the given reaction. (1) Reactant: [F:1][C@H:2]1[CH2:6][N:5](C(OC(C)(C)C)=O)[C@H:4]([C:14](=[O:35])[NH:15][CH2:16][C:17]2[C:22]([O:23][CH3:24])=[CH:21][N:20]=[C:19]([C:25]3[CH:26]=[N:27][C:28]([C:31]([F:34])([F:33])[F:32])=[N:29][CH:30]=3)[CH:18]=2)[CH2:3]1.FC(F)(F)C(O)=O. Product: [F:1][C@H:2]1[CH2:6][NH:5][C@H:4]([C:14]([NH:15][CH2:16][C:17]2[C:22]([O:23][CH3:24])=[CH:21][N:20]=[C:19]([C:25]3[CH:26]=[N:27][C:28]([C:31]([F:34])([F:33])[F:32])=[N:29][CH:30]=3)[CH:18]=2)=[O:35])[CH2:3]1. The catalyst class is: 4. (2) Reactant: [CH:1]1([C:4]2[C:5]([N:28]3[CH2:33][CH2:32][N:31]([C:34]([O:36][C:37]([CH3:40])([CH3:39])[CH3:38])=[O:35])[CH2:30][CH2:29]3)=[C:6]3[C:12]([C:13]#[C:14][Si](C)(C)C)=[N:11][N:10]([CH2:19][C:20]4[CH:25]=[CH:24][C:23]([O:26][CH3:27])=[CH:22][CH:21]=4)[C:7]3=[N:8][CH:9]=2)[CH2:3][CH2:2]1.CCCC[N+](CCCC)(CCCC)CCCC.[F-].C([O-])([O-])=O.[Na+].[Na+]. Product: [CH:1]1([C:4]2[C:5]([N:28]3[CH2:33][CH2:32][N:31]([C:34]([O:36][C:37]([CH3:40])([CH3:39])[CH3:38])=[O:35])[CH2:30][CH2:29]3)=[C:6]3[C:12]([C:13]#[CH:14])=[N:11][N:10]([CH2:19][C:20]4[CH:21]=[CH:22][C:23]([O:26][CH3:27])=[CH:24][CH:25]=4)[C:7]3=[N:8][CH:9]=2)[CH2:3][CH2:2]1. The catalyst class is: 1. (3) Reactant: C[Si]([N-][Si](C)(C)C)(C)C.[Li+].[C:11]([C:14]1[CH:21]=[CH:20][C:17]([C:18]#[N:19])=[CH:16][CH:15]=1)(=[O:13])[CH3:12].[C:22](OCC)(=[O:28])[C:23]([O:25][CH2:26][CH3:27])=[O:24].Cl. Product: [C:18]([C:17]1[CH:20]=[CH:21][C:14]([C:11](=[O:13])[CH2:12][C:22](=[O:28])[C:23]([O:25][CH2:26][CH3:27])=[O:24])=[CH:15][CH:16]=1)#[N:19]. The catalyst class is: 54. (4) Reactant: [OH:1][C:2]1([C:9]2[S:13][C:12]([CH:14]([CH3:16])[CH3:15])=[N:11][CH:10]=2)[CH2:7][CH2:6][C:5](=O)[CH2:4][CH2:3]1.[NH:17]1[CH2:21][CH2:20][C@@H:19]([NH:22][C:23](=[O:29])[O:24][C:25]([CH3:28])([CH3:27])[CH3:26])[CH2:18]1. Product: [OH:1][C:2]1([C:9]2[S:13][C:12]([CH:14]([CH3:16])[CH3:15])=[N:11][CH:10]=2)[CH2:7][CH2:6][CH:5]([N:17]2[CH2:21][CH2:20][C@@H:19]([NH:22][C:23](=[O:29])[O:24][C:25]([CH3:27])([CH3:26])[CH3:28])[CH2:18]2)[CH2:4][CH2:3]1. The catalyst class is: 707. (5) Reactant: C([O:5][C:6](=[O:34])[CH2:7][N:8]([S:16]([C:19]1[CH:28]=[C:27]2[C:22]([C:23]([Cl:33])=[CH:24][N:25]=[C:26]2[NH:29][C:30]([NH2:32])=[NH:31])=[CH:21][CH:20]=1)(=[O:18])=[O:17])[CH2:9][C:10]1[CH:15]=[CH:14][CH:13]=[CH:12][CH:11]=1)(C)(C)C.C(Cl)Cl.[C:38]([C:42]([OH:44])=[O:43])([F:41])([F:40])[F:39]. Product: [F:39][C:38]([F:41])([F:40])[C:42]([OH:44])=[O:43].[Cl:33][C:23]1[C:22]2[C:27](=[CH:28][C:19]([S:16]([N:8]([CH2:9][C:10]3[CH:15]=[CH:14][CH:13]=[CH:12][CH:11]=3)[CH2:7][C:6]([OH:34])=[O:5])(=[O:17])=[O:18])=[CH:20][CH:21]=2)[C:26]([NH:29][C:30]([NH2:32])=[NH:31])=[N:25][CH:24]=1. The catalyst class is: 11. (6) Reactant: [CH3:1][O:2][C:3]1[CH:8]=[CH:7][C:6]([S:9]([O-:11])=[O:10])=[CH:5][C:4]=1[N+:12]([O-:14])=[O:13].[Na+].Cl[CH2:17][C:18]1[CH:19]=[C:20]([O:28][CH3:29])[C:21]([O:26][CH3:27])=[C:22]([O:24][CH3:25])[CH:23]=1. Product: [CH3:25][O:24][C:22]1[CH:23]=[C:18]([CH2:17][S:9]([C:6]2[CH:7]=[CH:8][C:3]([O:2][CH3:1])=[C:4]([N+:12]([O-:14])=[O:13])[CH:5]=2)(=[O:11])=[O:10])[CH:19]=[C:20]([O:28][CH3:29])[C:21]=1[O:26][CH3:27]. The catalyst class is: 3. (7) Reactant: C(O[C:4](=[O:21])[CH:5]([C:11]([NH:13][CH2:14][C:15]1[CH:20]=[CH:19][CH:18]=[CH:17][CH:16]=1)=[O:12])[C:6]([O:8][CH2:9][CH3:10])=[O:7])C.[H-].[Na+].[Cl:24][C:25]1[CH:30]=[CH:29][C:28]([N:31]=[C:32]=[S:33])=[CH:27][CH:26]=1. Product: [Cl:24][C:25]1[CH:30]=[CH:29][C:28]([N:31]2[C:4]([OH:21])=[C:5]([C:6]([O:8][CH2:9][CH3:10])=[O:7])[C:11](=[O:12])[N:13]([CH2:14][C:15]3[CH:16]=[CH:17][CH:18]=[CH:19][CH:20]=3)[C:32]2=[S:33])=[CH:27][CH:26]=1. The catalyst class is: 346.